From a dataset of Catalyst prediction with 721,799 reactions and 888 catalyst types from USPTO. Predict which catalyst facilitates the given reaction. Reactant: [NH2:1][C:2]1[CH:7]=[CH:6][C:5]([NH:8][C:9]([N:11]2[CH2:16][CH2:15][CH2:14][CH:13]([C:17]3([CH2:28][C:29]4[CH:34]=[CH:33][CH:32]=[C:31]([Cl:35])[CH:30]=4)[C:25]4[C:20](=[CH:21][C:22]([Cl:26])=[CH:23][CH:24]=4)[NH:19][C:18]3=[O:27])[CH2:12]2)=[O:10])=[CH:4][CH:3]=1.C(N(CC)CC)C.[C:43](Cl)(=[O:45])[CH3:44]. Product: [C:43]([NH:1][C:2]1[CH:3]=[CH:4][C:5]([NH:8][C:9]([N:11]2[CH2:16][CH2:15][CH2:14][CH:13]([C:17]3([CH2:28][C:29]4[CH:34]=[CH:33][CH:32]=[C:31]([Cl:35])[CH:30]=4)[C:25]4[C:20](=[CH:21][C:22]([Cl:26])=[CH:23][CH:24]=4)[NH:19][C:18]3=[O:27])[CH2:12]2)=[O:10])=[CH:6][CH:7]=1)(=[O:45])[CH3:44]. The catalyst class is: 7.